This data is from Forward reaction prediction with 1.9M reactions from USPTO patents (1976-2016). The task is: Predict the product of the given reaction. (1) Given the reactants [C:1]1([NH2:9])(N)[CH2:6][CH2:5][CH2:4][CH2:3][CH:2]1[NH2:7].[C:10](OC)(=O)[C:11](OC)=O, predict the reaction product. The product is: [N:7]1[C:2]2[C:1](=[CH:6][CH:5]=[CH:4][CH:3]=2)[N:9]=[CH:11][CH:10]=1. (2) The product is: [Cl:1][C:2]1[CH:12]=[CH:11][C:5]([C:6]([OH:8])=[O:7])=[CH:4][C:3]=1[N:13]1[C:22](=[O:23])[C:21]2[C:16](=[CH:17][CH:18]=[CH:19][CH:20]=2)[NH:15][C:14]1=[O:24]. Given the reactants [Cl:1][C:2]1[CH:12]=[CH:11][C:5]([C:6]([O:8]CC)=[O:7])=[CH:4][C:3]=1[N:13]1[C:22](=[O:23])[C:21]2[C:16](=[CH:17][CH:18]=[CH:19][CH:20]=2)[NH:15][C:14]1=[O:24].[OH-].[Na+].Cl, predict the reaction product. (3) Given the reactants [F:1][C:2]1[CH:3]=[C:4]([CH:16]=[CH:17][C:18]=1[F:19])[CH2:5][CH:6]1[CH2:11][CH:10]([C:12]([O:14][CH3:15])=[O:13])[CH2:9][CH2:8][NH:7]1.CCN(C(C)C)C(C)C.[C:29](Cl)(=[O:32])[O:30][CH3:31], predict the reaction product. The product is: [F:1][C:2]1[CH:3]=[C:4]([CH:16]=[CH:17][C:18]=1[F:19])[CH2:5][CH:6]1[CH2:11][CH:10]([C:12]([O:14][CH3:15])=[O:13])[CH2:9][CH2:8][N:7]1[C:29]([O:30][CH3:31])=[O:32]. (4) Given the reactants [CH:1]12[O:8][CH:5]([CH2:6][CH2:7]1)[CH2:4][N:3]([C:9]1[CH:14]=[CH:13][C:12]([NH:15][C:16]3[N:21]=[C:20](Cl)[N:19]=[CH:18][N:17]=3)=[CH:11][CH:10]=1)[CH2:2]2.[F:23][C:24]1[CH:31]=[CH:30][C:29](B2OC(C)(C)C(C)(C)O2)=[CH:28][C:25]=1[C:26]#[N:27].C(=O)([O-])[O-].[Na+].[Na+], predict the reaction product. The product is: [CH:1]12[O:8][CH:5]([CH2:6][CH2:7]1)[CH2:4][N:3]([C:9]1[CH:14]=[CH:13][C:12]([NH:15][C:16]3[N:17]=[CH:18][N:19]=[C:20]([C:29]4[CH:30]=[CH:31][C:24]([F:23])=[C:25]([CH:28]=4)[C:26]#[N:27])[N:21]=3)=[CH:11][CH:10]=1)[CH2:2]2. (5) Given the reactants [CH3:1][O:2][C:3](=[O:12])[C:4]1[CH:9]=[CH:8][C:7](Br)=[CH:6][C:5]=1[F:11].[C:13]([CH:15]1[CH2:19][CH2:18][CH2:17][CH2:16]1)#[CH:14], predict the reaction product. The product is: [CH:15]1([C:13]#[C:14][C:7]2[CH:8]=[CH:9][C:4]([C:3]([O:2][CH3:1])=[O:12])=[C:5]([F:11])[CH:6]=2)[CH2:19][CH2:18][CH2:17][CH2:16]1.